This data is from NCI-60 drug combinations with 297,098 pairs across 59 cell lines. The task is: Regression. Given two drug SMILES strings and cell line genomic features, predict the synergy score measuring deviation from expected non-interaction effect. (1) Drug 1: CNC(=O)C1=CC=CC=C1SC2=CC3=C(C=C2)C(=NN3)C=CC4=CC=CC=N4. Drug 2: CN(C(=O)NC(C=O)C(C(C(CO)O)O)O)N=O. Cell line: CCRF-CEM. Synergy scores: CSS=-4.67, Synergy_ZIP=-2.93, Synergy_Bliss=-11.7, Synergy_Loewe=-17.9, Synergy_HSA=-11.7. (2) Drug 1: COC1=NC(=NC2=C1N=CN2C3C(C(C(O3)CO)O)O)N. Drug 2: C1=CC=C(C=C1)NC(=O)CCCCCCC(=O)NO. Cell line: SK-MEL-5. Synergy scores: CSS=13.0, Synergy_ZIP=-5.03, Synergy_Bliss=-0.924, Synergy_Loewe=-13.3, Synergy_HSA=-4.73. (3) Drug 2: CC1C(C(CC(O1)OC2CC(OC(C2O)C)OC3=CC4=CC5=C(C(=O)C(C(C5)C(C(=O)C(C(C)O)O)OC)OC6CC(C(C(O6)C)O)OC7CC(C(C(O7)C)O)OC8CC(C(C(O8)C)O)(C)O)C(=C4C(=C3C)O)O)O)O. Cell line: NCI-H522. Drug 1: C1=CC(=CC=C1CCC2=CNC3=C2C(=O)NC(=N3)N)C(=O)NC(CCC(=O)O)C(=O)O. Synergy scores: CSS=71.2, Synergy_ZIP=13.4, Synergy_Bliss=16.1, Synergy_Loewe=11.7, Synergy_HSA=16.8. (4) Drug 2: CC1=C(C(CCC1)(C)C)C=CC(=CC=CC(=CC(=O)O)C)C. Cell line: SF-539. Drug 1: CC1OCC2C(O1)C(C(C(O2)OC3C4COC(=O)C4C(C5=CC6=C(C=C35)OCO6)C7=CC(=C(C(=C7)OC)O)OC)O)O. Synergy scores: CSS=34.3, Synergy_ZIP=4.02, Synergy_Bliss=7.72, Synergy_Loewe=10.1, Synergy_HSA=11.2. (5) Drug 1: C#CCC(CC1=CN=C2C(=N1)C(=NC(=N2)N)N)C3=CC=C(C=C3)C(=O)NC(CCC(=O)O)C(=O)O. Drug 2: CC1C(C(CC(O1)OC2CC(CC3=C2C(=C4C(=C3O)C(=O)C5=CC=CC=C5C4=O)O)(C(=O)C)O)N)O. Cell line: U251. Synergy scores: CSS=44.4, Synergy_ZIP=-3.80, Synergy_Bliss=-4.69, Synergy_Loewe=0.791, Synergy_HSA=2.27. (6) Drug 1: CC(C1=C(C=CC(=C1Cl)F)Cl)OC2=C(N=CC(=C2)C3=CN(N=C3)C4CCNCC4)N. Drug 2: COC1=NC(=NC2=C1N=CN2C3C(C(C(O3)CO)O)O)N. Cell line: LOX IMVI. Synergy scores: CSS=2.25, Synergy_ZIP=4.48, Synergy_Bliss=-0.651, Synergy_Loewe=-21.0, Synergy_HSA=-1.89.